This data is from Experimentally validated miRNA-target interactions with 360,000+ pairs, plus equal number of negative samples. The task is: Binary Classification. Given a miRNA mature sequence and a target amino acid sequence, predict their likelihood of interaction. The miRNA is mmu-miR-431-5p with sequence UGUCUUGCAGGCCGUCAUGCA. The protein sequence of the target gene is MAEELGLGFGEGVPVEVLPEGCRHRPEARAGLAARSKACLALTCCLLSFPILAGLSTLLMAGQLRVPGKDCMLRAITEERSEPSPQQVYSPPRGKPRAHLTIKKQTPAPHLKNQLSALHWEHDLGMAFTKNGMKYINKSLVIPESGDYFIYSQITFRGTTSVCGDISRGRRPNKPDSITVVITKVADSYPEPARLLTGSKSVCEISNNWFQSLYLGAMFSLEEGDRLMVNVSDISLVDYTKEDKTFFGAFLL. Result: 1 (interaction).